The task is: Regression. Given two drug SMILES strings and cell line genomic features, predict the synergy score measuring deviation from expected non-interaction effect.. This data is from NCI-60 drug combinations with 297,098 pairs across 59 cell lines. (1) Drug 1: CC1=C(C=C(C=C1)NC(=O)C2=CC=C(C=C2)CN3CCN(CC3)C)NC4=NC=CC(=N4)C5=CN=CC=C5. Drug 2: C(CC(=O)O)C(=O)CN.Cl. Cell line: SW-620. Synergy scores: CSS=-6.78, Synergy_ZIP=4.72, Synergy_Bliss=-0.603, Synergy_Loewe=-7.48, Synergy_HSA=-9.98. (2) Drug 1: CC1=CC2C(CCC3(C2CCC3(C(=O)C)OC(=O)C)C)C4(C1=CC(=O)CC4)C. Drug 2: CC12CCC3C(C1CCC2OP(=O)(O)O)CCC4=C3C=CC(=C4)OC(=O)N(CCCl)CCCl.[Na+]. Cell line: RPMI-8226. Synergy scores: CSS=0.793, Synergy_ZIP=-3.06, Synergy_Bliss=-4.59, Synergy_Loewe=-3.85, Synergy_HSA=-3.74. (3) Cell line: MOLT-4. Drug 2: CC1=C(C(CCC1)(C)C)C=CC(=CC=CC(=CC(=O)O)C)C. Drug 1: C1C(C(OC1N2C=C(C(=O)NC2=O)F)CO)O. Synergy scores: CSS=56.5, Synergy_ZIP=2.18, Synergy_Bliss=1.70, Synergy_Loewe=-38.6, Synergy_HSA=2.93. (4) Drug 1: C1CCN(CC1)CCOC2=CC=C(C=C2)C(=O)C3=C(SC4=C3C=CC(=C4)O)C5=CC=C(C=C5)O. Drug 2: C1CCC(CC1)NC(=O)N(CCCl)N=O. Cell line: HS 578T. Synergy scores: CSS=16.1, Synergy_ZIP=5.19, Synergy_Bliss=5.58, Synergy_Loewe=-1.46, Synergy_HSA=0.411. (5) Drug 1: CCCCCOC(=O)NC1=NC(=O)N(C=C1F)C2C(C(C(O2)C)O)O. Drug 2: COCCOC1=C(C=C2C(=C1)C(=NC=N2)NC3=CC=CC(=C3)C#C)OCCOC.Cl. Cell line: BT-549. Synergy scores: CSS=-3.49, Synergy_ZIP=2.48, Synergy_Bliss=2.81, Synergy_Loewe=-1.08, Synergy_HSA=-2.99.